From a dataset of Full USPTO retrosynthesis dataset with 1.9M reactions from patents (1976-2016). Predict the reactants needed to synthesize the given product. (1) Given the product [CH2:1]([O:3][C:4]1[CH:9]=[CH:8][C:7]([C:10]2[CH2:19][CH2:18][C:13]3([O:14][CH2:15][CH2:16][O:17]3)[CH2:12][CH:11]=2)=[C:6]([F:21])[C:5]=1[F:22])[CH3:2], predict the reactants needed to synthesize it. The reactants are: [CH2:1]([O:3][C:4]1[CH:9]=[CH:8][C:7]([CH:10]2[CH2:19][CH2:18][C:13]3([O:17][CH2:16][CH2:15][O:14]3)[CH2:12][CH:11]2O)=[C:6]([F:21])[C:5]=1[F:22])[CH3:2].O.C(O)CO.O.C1(C)C=CC(S(O)(=O)=O)=CC=1. (2) The reactants are: CS(O[CH2:6][C:7]1[CH:11]=[C:10]([C:12]2[C:13]([C:42](=[O:46])[NH:43][CH2:44][CH3:45])=[N:14][O:15][C:16]=2[C:17]2[CH:22]=[C:21]([CH:23]([CH3:25])[CH3:24])[C:20]([O:26][CH2:27][C:28]3[CH:33]=[CH:32][CH:31]=[CH:30][CH:29]=3)=[CH:19][C:18]=2[O:34][CH2:35][C:36]2[CH:41]=[CH:40][CH:39]=[CH:38][CH:37]=2)[O:9][N:8]=1)(=O)=O.[F-:47].[K+].C1OCCOCCOCCOCCOCCOC1. Given the product [CH2:35]([O:34][C:18]1[CH:19]=[C:20]([O:26][CH2:27][C:28]2[CH:33]=[CH:32][CH:31]=[CH:30][CH:29]=2)[C:21]([CH:23]([CH3:25])[CH3:24])=[CH:22][C:17]=1[C:16]1[O:15][N:14]=[C:13]([C:42]([NH:43][CH2:44][CH3:45])=[O:46])[C:12]=1[C:10]1[O:9][N:8]=[C:7]([CH2:6][F:47])[CH:11]=1)[C:36]1[CH:41]=[CH:40][CH:39]=[CH:38][CH:37]=1, predict the reactants needed to synthesize it. (3) Given the product [N:10]1[CH:11]=[CH:12][CH:13]=[CH:14][C:9]=1[S:8][C:6]1[CH:5]=[CH:4][N:3]=[C:2]([NH:21][C:17]2[CH:18]=[CH:19][CH:20]=[C:15]([NH2:22])[CH:16]=2)[N:7]=1, predict the reactants needed to synthesize it. The reactants are: Cl[C:2]1[N:7]=[C:6]([S:8][C:9]2[CH:14]=[CH:13][CH:12]=[CH:11][N:10]=2)[CH:5]=[CH:4][N:3]=1.[C:15]1([NH2:22])[CH:20]=[CH:19][CH:18]=[C:17]([NH2:21])[CH:16]=1.